This data is from Reaction yield outcomes from USPTO patents with 853,638 reactions. The task is: Predict the reaction yield, written as a fraction of the theoretical maximum amount of product (1.0 means a 100% yield; for example, 0.34 means a 34% yield). (1) The reactants are [NH:1]1[C:9]2[C:4](=[CH:5][CH:6]=[CH:7][CH:8]=2)[CH:3]=[CH:2]1.[OH-].[K+].[I:12]I.[H-].[Na+].Br[CH2:17][CH2:18][CH2:19][CH3:20].CN([CH:24]=[O:25])C. The catalyst is CCOC(C)=O.O. The product is [CH2:17]([N:1]1[C:9]2[C:4](=[CH:5][CH:6]=[CH:7][C:8]=2[O:25][CH3:24])[C:3]([I:12])=[CH:2]1)[CH2:18][CH2:19][CH3:20]. The yield is 0.800. (2) The reactants are [F:1][C:2]1[CH:7]=[CH:6][C:5]([CH2:8][C:9]2[CH:18]=[C:17]3[C:12]([C:13]([OH:30])=[C:14]([C:25](OCC)=[O:26])[C:15](=[O:24])[N:16]3[CH2:19][C:20]([F:23])([F:22])[F:21])=[N:11][CH:10]=2)=[CH:4][CH:3]=1.[NH2:31][C@@H:32]([CH3:35])[CH2:33][OH:34]. No catalyst specified. The product is [F:1][C:2]1[CH:7]=[CH:6][C:5]([CH2:8][C:9]2[CH:18]=[C:17]3[C:12]([C:13]([OH:30])=[C:14]([C:25]([NH:31][C@@H:32]([CH3:35])[CH2:33][OH:34])=[O:26])[C:15](=[O:24])[N:16]3[CH2:19][C:20]([F:23])([F:22])[F:21])=[N:11][CH:10]=2)=[CH:4][CH:3]=1. The yield is 0.850. (3) The reactants are BrC1C=C2C(C=CC([C:12]3[C:13]4[C:18]([C:19]5[CH:20]=[CH:21][CH:22]=[CH:23][C:24]=5[CH:25]=3)=[CH:17][CH:16]=[CH:15][CH:14]=4)=C2)=CC=1.[CH2:26]([Li])[CH2:27][CH2:28][CH3:29].[B:31](OC(C)C)([O:36]C(C)C)[O:32]C(C)C.Cl.[CH3:45][CH2:46][CH2:47][CH2:48][CH2:49][CH3:50]. The catalyst is ClCCl.C1COCC1. The product is [CH:23]1[C:24]2[CH:25]=[C:12]([C:47]3[CH:46]=[CH:45][C:29]4[C:49](=[CH:50][C:26]([B:31]([OH:36])[OH:32])=[CH:27][CH:28]=4)[CH:48]=3)[C:13]3[C:18](=[CH:17][CH:16]=[CH:15][CH:14]=3)[C:19]=2[CH:20]=[CH:21][CH:22]=1. The yield is 0.850. (4) The reactants are [C:1]([OH:7])(=O)[CH2:2][CH2:3][CH2:4][CH3:5].C(N(CC)C(C)C)(C)C.[CH3:17][C:18]1[CH:23]=[C:22]([N:24]2[CH2:29][CH2:28][O:27][CH2:26][CH2:25]2)[CH:21]=[C:20]([CH3:30])[C:19]=1[NH2:31].C(OCC)(=O)C. The product is [CH3:17][C:18]1[CH:23]=[C:22]([N:24]2[CH2:29][CH2:28][O:27][CH2:26][CH2:25]2)[CH:21]=[C:20]([CH3:30])[C:19]=1[NH:31][C:1](=[O:7])[CH2:2][CH2:3][CH2:4][CH3:5]. The yield is 0.400. The catalyst is CN(C)C=O. (5) The reactants are Br[C:2]1[S:3][CH:4]=[CH:5][N:6]=1.C(N(CC)CC)C.[CH:14]1([C:20]#[CH:21])[CH2:19][CH2:18][CH2:17][CH2:16][CH2:15]1.CCCCCC. The catalyst is COCCOC.[Cu]I.Cl[Pd](Cl)([P](C1C=CC=CC=1)(C1C=CC=CC=1)C1C=CC=CC=1)[P](C1C=CC=CC=1)(C1C=CC=CC=1)C1C=CC=CC=1.C(OCC)(=O)C. The product is [CH:14]1([C:20]#[C:21][C:2]2[S:3][CH:4]=[CH:5][N:6]=2)[CH2:19][CH2:18][CH2:17][CH2:16][CH2:15]1. The yield is 0.440. (6) The reactants are C([O:3][C:4]([C:6]1[CH:7]=[C:8]2[C:12](=[CH:13][C:14]=1[NH:15][C:16]([C:18]1[C:27](=[O:28])[C:26]3[C:21](=[CH:22][CH:23]=[CH:24][CH:25]=3)[NH:20][CH:19]=1)=[O:17])[NH:11][CH:10]=[CH:9]2)=[O:5])C.[OH-].[Na+]. The catalyst is C1COCC1. The product is [O:28]=[C:27]1[C:26]2[C:21](=[CH:22][CH:23]=[CH:24][CH:25]=2)[NH:20][CH:19]=[C:18]1[C:16]([NH:15][C:14]1[CH:13]=[C:12]2[C:8]([CH:9]=[CH:10][NH:11]2)=[CH:7][C:6]=1[C:4]([OH:5])=[O:3])=[O:17]. The yield is 0.930. (7) The yield is 0.641. The catalyst is CN(C=O)C. The product is [C:1]([NH:5][C:6]1[N:11]=[C:10]([NH:19][C@@H:20]2[CH2:21][CH2:22][C@@H:23]([CH3:27])[C@H:24]([OH:26])[CH2:25]2)[C:9]([C:15]([NH2:17])=[O:16])=[CH:8][N:7]=1)([CH3:4])([CH3:3])[CH3:2]. The reactants are [C:1]([NH:5][C:6]1[N:11]=[C:10](S(C)=O)[C:9]([C:15]([NH2:17])=[O:16])=[CH:8][N:7]=1)([CH3:4])([CH3:3])[CH3:2].Cl.[NH2:19][C@H:20]1[CH2:25][C@@H:24]([OH:26])[C@H:23]([CH3:27])[CH2:22][CH2:21]1.C(N(C(C)C)C(C)C)C. (8) The reactants are [Si]([O:8][CH2:9][C:10]1[CH:16]=[CH:15][C:13]([NH2:14])=[CH:12][CH:11]=1)(C(C)(C)C)(C)C.C(N(CC)CC)C.[Cl:24][C:25]1[CH:26]=[C:27]([N:32]2[C:36]([C:37]([Cl:40])([Cl:39])[Cl:38])=[N:35][C:34]([C:41](Cl)=[O:42])=[N:33]2)[CH:28]=[CH:29][C:30]=1[Cl:31].CCCC[N+](CCCC)(CCCC)CCCC.[F-]. The catalyst is C1COCC1. The product is [Cl:24][C:25]1[CH:26]=[C:27]([N:32]2[C:36]([C:37]([Cl:40])([Cl:38])[Cl:39])=[N:35][C:34]([C:41]([NH:14][C:13]3[CH:12]=[CH:11][C:10]([CH2:9][OH:8])=[CH:16][CH:15]=3)=[O:42])=[N:33]2)[CH:28]=[CH:29][C:30]=1[Cl:31]. The yield is 0.850. (9) The reactants are [Si]([NH:8][C:9]1[N:10]=[C:11]([Cl:21])[C:12]2[CH:17]=[CH:16][N:15]([CH:18]([CH3:20])[CH3:19])[C:13]=2[N:14]=1)(C(C)(C)C)(C)C.I[CH2:23][CH2:24][CH3:25].[H-].[Na+].Cl. The catalyst is CN(C=O)C.CCOCC.O. The product is [CH2:23]([NH:8][C:9]1[N:10]=[C:11]([Cl:21])[C:12]2[CH:17]=[CH:16][N:15]([CH:18]([CH3:19])[CH3:20])[C:13]=2[N:14]=1)[CH2:24][CH3:25]. The yield is 1.00.